From a dataset of Reaction yield outcomes from USPTO patents with 853,638 reactions. Predict the reaction yield, written as a fraction of the theoretical maximum amount of product (1.0 means a 100% yield; for example, 0.34 means a 34% yield). (1) The reactants are [C:1]1([C:7]2[NH:11][N:10]=[C:9]([C:12]([NH:14][CH2:15][C:16]([OH:18])=O)=[O:13])[CH:8]=2)[CH:6]=[CH:5][CH:4]=[CH:3][CH:2]=1.CCN(C(C)C)C(C)C.C1C=CC2N(O)N=NC=2C=1.CCN=C=NCCCN(C)C.Cl.Cl.[F:51][C:52]([F:67])([F:66])[C:53]1[CH:58]=[CH:57][CH:56]=[CH:55][C:54]=1[S:59][CH:60]1[CH2:65][CH2:64][NH:63][CH2:62][CH2:61]1. The catalyst is CN(C=O)C.O. The product is [O:18]=[C:16]([N:63]1[CH2:62][CH2:61][CH:60]([S:59][C:54]2[CH:55]=[CH:56][CH:57]=[CH:58][C:53]=2[C:52]([F:66])([F:51])[F:67])[CH2:65][CH2:64]1)[CH2:15][NH:14][C:12]([C:9]1[CH:8]=[C:7]([C:1]2[CH:2]=[CH:3][CH:4]=[CH:5][CH:6]=2)[NH:11][N:10]=1)=[O:13]. The yield is 0.780. (2) The reactants are [CH3:1][C:2]1[N:3]=[CH:4][N:5]([C:7]2[CH:12]=[CH:11][C:10]([NH:13][C:14]([NH2:16])=[S:15])=[CH:9][CH:8]=2)[CH:6]=1.Br[CH:18]([CH3:29])[C:19]([C:21]1[CH:26]=[CH:25][C:24]([CH3:27])=[C:23]([Cl:28])[CH:22]=1)=O. No catalyst specified. The product is [Cl:28][C:23]1[CH:22]=[C:21]([C:19]2[N:16]=[C:14]([NH:13][C:10]3[CH:9]=[CH:8][C:7]([N:5]4[CH:6]=[C:2]([CH3:1])[N:3]=[CH:4]4)=[CH:12][CH:11]=3)[S:15][C:18]=2[CH3:29])[CH:26]=[CH:25][C:24]=1[CH3:27]. The yield is 0.680. (3) The reactants are [NH2:1][CH:2]([CH2:6][C:7]1[CH:12]=[CH:11][C:10]([Br:13])=[CH:9][CH:8]=1)[C:3]([OH:5])=[O:4].O=S(Cl)Cl.[CH3:18][CH2:19]O. The product is [CH2:18]([O:4][C:3](=[O:5])[CH:2]([NH2:1])[CH2:6][C:7]1[CH:8]=[CH:9][C:10]([Br:13])=[CH:11][CH:12]=1)[CH3:19]. The yield is 0.720. No catalyst specified. (4) The reactants are [Cl:1][C:2]1[CH:3]=[C:4]([C@@H:12]([CH2:16][CH:17]2[CH2:21][CH2:20][CH2:19][CH2:18]2)[C:13]([OH:15])=O)[CH:5]=[CH:6][C:7]=1[S:8]([CH3:11])(=[O:10])=[O:9].C(Cl)(=O)C(Cl)=O.[NH2:28][C:29]1[CH:34]=[N:33][C:32]([CH:35]=[C:36]([CH3:38])[CH3:37])=[CH:31][N:30]=1.N1C=CC=CC=1. The catalyst is C(Cl)Cl.CN(C)C=O. The product is [Cl:1][C:2]1[CH:3]=[C:4]([C@@H:12]([CH2:16][CH:17]2[CH2:21][CH2:20][CH2:19][CH2:18]2)[C:13]([NH:28][C:29]2[CH:34]=[N:33][C:32]([CH:35]=[C:36]([CH3:38])[CH3:37])=[CH:31][N:30]=2)=[O:15])[CH:5]=[CH:6][C:7]=1[S:8]([CH3:11])(=[O:9])=[O:10]. The yield is 0.850. (5) The reactants are C([N:4]1[CH2:9][CH2:8][N:7]2[N:10]=[C:11]([NH:13][C:14]3[C:15](=[O:22])[N:16]([CH3:21])[CH:17]=[C:18]([Br:20])[CH:19]=3)[CH:12]=[C:6]2[CH2:5]1)(=O)C.[OH-].[Na+].C(O)C.C(OCC)(=O)C. The yield is 0.910. The product is [Br:20][C:18]1[CH:19]=[C:14]([NH:13][C:11]2[CH:12]=[C:6]3[CH2:5][NH:4][CH2:9][CH2:8][N:7]3[N:10]=2)[C:15](=[O:22])[N:16]([CH3:21])[CH:17]=1. The catalyst is O. (6) The reactants are [CH3:1][CH:2]([N:4]1[C:12](/[CH:13]=[CH:14]/[C@H:15]([OH:24])[CH2:16][C@H:17]([OH:23])[CH2:18][C:19]([O:21]C)=[O:20])=[C:11]([C:25]2[CH:30]=[CH:29][C:28]([F:31])=[CH:27][CH:26]=2)[C:10]2[C:5]1=[CH:6][CH:7]=[CH:8][CH:9]=2)[CH3:3].[OH-].[Na+:33]. The catalyst is O. The product is [CH3:3][CH:2]([N:4]1[C:12](/[CH:13]=[CH:14]/[CH:15]([OH:24])[CH2:16][CH:17]([OH:23])[CH2:18][C:19]([O-:21])=[O:20])=[C:11]([C:25]2[CH:26]=[CH:27][C:28]([F:31])=[CH:29][CH:30]=2)[C:10]2[CH:9]=[CH:8][CH:7]=[CH:6][C:5]1=2)[CH3:1].[Na+:33]. The yield is 0.310. (7) The reactants are [Br:1][C:2]1[CH:7]=[CH:6][C:5]([NH:8][C:9](=O)[CH2:10][O:11][C:12]2[CH:17]=[CH:16][C:15]([OH:18])=[CH:14][CH:13]=2)=[CH:4][CH:3]=1.[H-].[H-].[H-].[H-].[Li+].[Al+3]. The catalyst is C1COCC1. The product is [Br:1][C:2]1[CH:3]=[CH:4][C:5]([NH:8][CH2:9][CH2:10][O:11][C:12]2[CH:13]=[CH:14][C:15]([OH:18])=[CH:16][CH:17]=2)=[CH:6][CH:7]=1. The yield is 0.130.